From a dataset of Catalyst prediction with 721,799 reactions and 888 catalyst types from USPTO. Predict which catalyst facilitates the given reaction. (1) The catalyst class is: 8. Reactant: [NH2:1][C:2]1[C:7]([CH:8]=O)=[CH:6][CH:5]=[C:4]([C:10]([F:13])([F:12])[F:11])[N:3]=1.[F:14][C:15]([F:25])([F:24])[C:16](=O)[CH2:17][C:18]([O:20][CH2:21][CH3:22])=[O:19].N1CCCCC1. Product: [F:14][C:15]([F:24])([F:25])[C:16]1[C:17]([C:18]([O:20][CH2:21][CH3:22])=[O:19])=[CH:8][C:7]2[C:2](=[N:3][C:4]([C:10]([F:13])([F:12])[F:11])=[CH:5][CH:6]=2)[N:1]=1. (2) Reactant: [NH2:1][C@H:2]([C:7]([OH:9])=[O:8])[CH2:3][C:4]([OH:6])=[O:5].[OH-].[Na+].[CH:12](OC)=[O:13]. Product: [CH:12]([NH:1][C@H:2]([C:7]([OH:9])=[O:8])[CH2:3][C:4]([OH:6])=[O:5])=[O:13]. The catalyst class is: 6.